From a dataset of Retrosynthesis with 50K atom-mapped reactions and 10 reaction types from USPTO. Predict the reactants needed to synthesize the given product. (1) Given the product COc1cc(CC(=O)N2CCc3ccccc3[C@@]2(c2ccccc2)[C@H](Oc2cc(OC)cc(OC)c2)C(=O)O)cc(OC)c1, predict the reactants needed to synthesize it. The reactants are: COc1cc(CC(=O)Cl)cc(OC)c1.COc1cc(OC)cc(O[C@H](C(=O)O)[C@@]2(c3ccccc3)NCCc3ccccc32)c1. (2) Given the product COC(=O)C(=Cc1ccc(OCCc2nc(-c3ccccc3)oc2C)cc1)C(=O)OC, predict the reactants needed to synthesize it. The reactants are: COC(=O)C(=Cc1ccc(O)cc1)C(=O)OC.Cc1oc(-c2ccccc2)nc1CCOS(C)(=O)=O.